This data is from Forward reaction prediction with 1.9M reactions from USPTO patents (1976-2016). The task is: Predict the product of the given reaction. (1) Given the reactants [C:1](Cl)(=[O:5])[C:2](Cl)=O.[C:7]([NH:13][NH2:14])(=[O:12])[CH2:8][CH2:9][CH2:10][CH3:11].[CH3:15][N:16]1[CH2:20][CH2:19][CH2:18][C:17]1=O.Cl, predict the reaction product. The product is: [C:7]([NH:13][NH:14][C:1]([CH:2]1[CH2:19][CH2:20][N:16]([C:17]2[CH:18]=[CH:19][CH:20]=[CH:15][N:16]=2)[CH2:17][CH2:18]1)=[O:5])(=[O:12])[CH2:8][CH2:9][CH2:10][CH3:11]. (2) Given the reactants [C:1]([C:4]1[CH:9]=[CH:8][C:7]([Cl:10])=[CH:6][N:5]=1)(=O)[CH3:2].[C:11]([OH:15])(=O)[CH:12]=O.C(=O)([O-])[O-].[K+].[K+].O.[NH2:23][NH2:24], predict the reaction product. The product is: [Cl:10][C:7]1[CH:8]=[CH:9][C:4]([C:1]2[CH:2]=[CH:12][C:11](=[O:15])[NH:23][N:24]=2)=[N:5][CH:6]=1. (3) Given the reactants Cl.[Cl:2][C:3]1[CH:4]=[C:5]([N:10]2[C:14](=[O:15])[C@@:13]3([C@H:19]([C:20]4[CH:27]=[CH:26][C:23]([C:24]#[N:25])=[CH:22][CH:21]=4)[CH2:18][NH:17][CH2:16]3)[N:12]([CH3:28])[C:11]2=[O:29])[CH:6]=[C:7]([Cl:9])[CH:8]=1.C1(C)C=CC(C([C@](C(O)=O)(O)[C@](C(C2C=CC(C)=CC=2)=O)(O)C(O)=O)=O)=CC=1, predict the reaction product. The product is: [Cl:2][C:3]1[CH:4]=[C:5]([N:10]2[C:14](=[O:15])[C@@:13]3([C@H:19]([C:20]4[CH:21]=[CH:22][C:23]([C:24]#[N:25])=[CH:26][CH:27]=4)[CH2:18][NH:17][CH2:16]3)[N:12]([CH3:28])[C:11]2=[O:29])[CH:6]=[C:7]([Cl:9])[CH:8]=1. (4) Given the reactants [F:1][C:2]1[CH:3]=[C:4]2[C:8](=[CH:9][C:10]=1[C:11]([F:14])([F:13])[F:12])[CH2:7][N:6](C(C1C=CC=CC=1)(C1C=CC=CC=1)C1C=CC=CC=1)[CH2:5]2.CO.[F:36][C:37]([F:42])([F:41])[C:38]([OH:40])=[O:39], predict the reaction product. The product is: [F:36][C:37]([F:42])([F:41])[C:38]([OH:40])=[O:39].[F:1][C:2]1[CH:3]=[C:4]2[C:8](=[CH:9][C:10]=1[C:11]([F:13])([F:12])[F:14])[CH2:7][NH:6][CH2:5]2. (5) Given the reactants C(O[C:6]([NH:8][C@H:9]([C:14](O)=O)[CH2:10][CH:11]([CH3:13])[CH3:12])=[O:7])(C)(C)C.[CH2:17]([N:24]1C[C@H]2[C@H](N)CC[C@H]2[CH2:25]1)[C:18]1[CH:23]=[CH:22][CH:21]=[CH:20][CH:19]=1.[CH2:33](N1C[C@@H]2[C@@H](N)CC[C@@H]2C1)[C:34]1[CH:39]=CC=C[CH:35]=1, predict the reaction product. The product is: [CH2:17]([N:24]1[CH2:25][C@H:10]2[C@H:9]([NH:8][C:6](=[O:7])[CH2:33][CH:34]([CH3:39])[CH3:35])[CH2:14][CH2:12][C@H:11]2[CH2:13]1)[C:18]1[CH:23]=[CH:22][CH:21]=[CH:20][CH:19]=1.